Predict the reaction yield, written as a fraction of the theoretical maximum amount of product (1.0 means a 100% yield; for example, 0.34 means a 34% yield). From a dataset of Reaction yield outcomes from USPTO patents with 853,638 reactions. (1) The reactants are [I:1][C:2]1[CH:7]=[CH:6][N:5]=[C:4]([N:8]2[C:16]3[CH:15]4[CH2:17][CH:13]([CH2:14]4)[CH2:12][C:11]=3[C:10]([C:18](O)=[O:19])=[N:9]2)[CH:3]=1.[Cl-].[NH4+:22]. No catalyst specified. The product is [I:1][C:2]1[CH:7]=[CH:6][N:5]=[C:4]([N:8]2[C:16]3[CH:15]4[CH2:14][CH:13]([CH2:17]4)[CH2:12][C:11]=3[C:10]([C:18]([NH2:22])=[O:19])=[N:9]2)[CH:3]=1. The yield is 0.710. (2) The reactants are [Si:1]([O:8][C:9]1[C:17]2[NH:16][C:15]([CH:18]([F:20])[F:19])=[N:14][C:13]=2[CH:12]=[CH:11][CH:10]=1)([C:4]([CH3:7])([CH3:6])[CH3:5])([CH3:3])[CH3:2].Cl[C:22]1[N:27]=[C:26]([Cl:28])[CH:25]=[C:24]([Cl:29])[N:23]=1.C(=O)([O-])[O-].[K+].[K+].O. The catalyst is CN(C=O)C. The product is [Si:1]([O:8][C:9]1[C:17]2[N:16]=[C:15]([CH:18]([F:19])[F:20])[N:14]([C:22]3[N:27]=[C:26]([Cl:28])[CH:25]=[C:24]([Cl:29])[N:23]=3)[C:13]=2[CH:12]=[CH:11][CH:10]=1)([C:4]([CH3:7])([CH3:5])[CH3:6])([CH3:3])[CH3:2]. The yield is 0.500. (3) The reactants are [C:1]([CH:5]1[CH2:13][C:12]2[C:7](=[CH:8][C:9]([N+:14]([O-:16])=[O:15])=[CH:10][CH:11]=2)[NH:6]1)([CH3:4])([CH3:3])[CH3:2].C(C1C(=O)C(Cl)=C(Cl)C(=O)C=1C#N)#N. The catalyst is O1CCOCC1. The product is [C:1]([C:5]1[NH:6][C:7]2[C:12]([CH:13]=1)=[CH:11][CH:10]=[C:9]([N+:14]([O-:16])=[O:15])[CH:8]=2)([CH3:4])([CH3:2])[CH3:3]. The yield is 0.800. (4) The reactants are [F:1][C:2]1[CH:3]=[CH:4][C:5]([N+:9]([O-:11])=[O:10])=[C:6]([OH:8])[CH:7]=1.[H-].[Na+].Cl[CH2:15][O:16][CH2:17]Cl. The product is [F:1][C:2]1[CH:3]=[CH:4][C:5]([N+:9]([O-:11])=[O:10])=[C:6]([O:8][CH2:15][O:16][CH3:17])[CH:7]=1. The catalyst is CN(C=O)C. The yield is 0.880. (5) The reactants are C1(S([N:10]2[C:14]3[CH:15]=[N:16][C:17]([C:32]#[N:33])=[C:18]([O:19][CH:20]4[CH2:25][CH2:24][N:23]([CH2:26][CH2:27][S:28]([CH3:31])(=[O:30])=[O:29])[CH2:22][CH2:21]4)[C:13]=3[C:12]3[CH:34]=[CH:35][CH:36]=[N:37][C:11]2=3)(=O)=O)C=CC=CC=1.C(=O)([O-])[O-].[K+].[K+]. The catalyst is CO. The product is [CH3:31][S:28]([CH2:27][CH2:26][N:23]1[CH2:24][CH2:25][CH:20]([O:19][C:18]2[C:13]3[C:12]4[CH:34]=[CH:35][CH:36]=[N:37][C:11]=4[NH:10][C:14]=3[CH:15]=[N:16][C:17]=2[C:32]#[N:33])[CH2:21][CH2:22]1)(=[O:30])=[O:29]. The yield is 0.470. (6) The reactants are [F:1][C:2]1[C:7]([O:8][CH3:9])=[CH:6][C:5]([O:10][CH3:11])=[C:4]([F:12])[C:3]=1[N:13]1[CH2:22][C:21]2[CH:20]=[N:19][C:18]3[N:23]([CH2:26][O:27][CH2:28][CH2:29][Si:30]([CH3:33])([CH3:32])[CH3:31])[CH:24]=[CH:25][C:17]=3[C:16]=2[CH2:15][C:14]1=O.[C:35](=[O:38])([O-])[O-].[Cs+].[Cs+].[CH3:41]I. The catalyst is CN(C)C=O. The product is [F:1][C:2]1[C:7]([O:8][CH3:9])=[CH:6][C:5]([O:10][CH3:11])=[C:4]([F:12])[C:3]=1[N:13]1[CH2:22][C:21]2[CH:20]=[N:19][C:18]3[N:23]([CH2:26][O:27][CH2:28][CH2:29][Si:30]([CH3:32])([CH3:33])[CH3:31])[CH:24]=[CH:25][C:17]=3[C:16]=2[C:15]([CH3:41])([CH3:14])[C:35]1=[O:38]. The yield is 0.900. (7) The product is [CH2:27]([C:3]1[N:4]=[C:5]([CH2:24][CH2:25][CH3:26])[N:6]([CH2:9][C:10]2[CH:15]=[CH:14][C:13]([C:16]3[C:17]([C:22]#[N:23])=[CH:18][CH:19]=[CH:20][CH:21]=3)=[CH:12][CH:11]=2)[C:7](=[O:8])[C:2]=1[C:33]1[CH:34]=[CH:35][C:30]([F:29])=[CH:31][CH:32]=1)[CH3:28]. The catalyst is O1CCOCC1.C(OCC)(=O)C.C1C=CC(P(C2C=CC=CC=2)[C-]2C=CC=C2)=CC=1.C1C=CC(P(C2C=CC=CC=2)[C-]2C=CC=C2)=CC=1.Cl[Pd]Cl.[Fe+2]. The reactants are Br[C:2]1[C:7](=[O:8])[N:6]([CH2:9][C:10]2[CH:15]=[CH:14][C:13]([C:16]3[C:17]([C:22]#[N:23])=[CH:18][CH:19]=[CH:20][CH:21]=3)=[CH:12][CH:11]=2)[C:5]([CH2:24][CH2:25][CH3:26])=[N:4][C:3]=1[CH2:27][CH3:28].[F:29][C:30]1[CH:35]=[CH:34][C:33](B(O)O)=[CH:32][CH:31]=1.C(=O)([O-])[O-].[Cs+].[Cs+]. The yield is 0.910.